This data is from HIV replication inhibition screening data with 41,000+ compounds from the AIDS Antiviral Screen. The task is: Binary Classification. Given a drug SMILES string, predict its activity (active/inactive) in a high-throughput screening assay against a specified biological target. The molecule is COc1cc2nncc(SCc3ccccc3Cl)c2cc1OC. The result is 0 (inactive).